Dataset: Reaction yield outcomes from USPTO patents with 853,638 reactions. Task: Predict the reaction yield, written as a fraction of the theoretical maximum amount of product (1.0 means a 100% yield; for example, 0.34 means a 34% yield). (1) The reactants are [Br:1][C:2]1[C:3]([O:13][CH3:14])=[C:4]([CH:10]([NH2:12])[CH3:11])[CH:5]=[C:6]([Cl:9])[C:7]=1[F:8].[NH2:15][C:16]1[C:21]([C:22]#[N:23])=[C:20](Cl)[N:19]=[CH:18][N:17]=1.C(N(CC)C(C)C)(C)C.C(O)C. No catalyst specified. The product is [NH2:15][C:16]1[C:21]([C:22]#[N:23])=[C:20]([NH:12][CH:10]([C:4]2[CH:5]=[C:6]([Cl:9])[C:7]([F:8])=[C:2]([Br:1])[C:3]=2[O:13][CH3:14])[CH3:11])[N:19]=[CH:18][N:17]=1. The yield is 0.540. (2) The reactants are Br[C:2]1[C:7]([CH3:8])=[CH:6][C:5]([CH2:9][NH2:10])=[C:4]([F:11])[CH:3]=1.C(OC(OC(C)(C)C)=O)(OC(C)(C)C)=O.CC1(C)C(C)(C)OB(B2OC(C)(C)C(C)(C)O2)O1.Cl[C:46]1[CH:51]=[CH:50][N:49]=[C:48]([NH2:52])[C:47]=1[N+:53]([O-])=O.[CH3:56][N:57]1[CH:61]=[C:60]([CH:62]=O)[CH:59]=[N:58]1.[C:64]([C:68]1[O:72][N:71]=[C:70]([C:73]([O-])=[O:74])[N:69]=1)([CH3:67])([CH3:66])[CH3:65]. No catalyst specified. The product is [C:64]([C:68]1[O:72][N:71]=[C:70]([C:73]([NH:10][CH2:9][C:5]2[CH:6]=[C:7]([CH3:8])[C:2]([C:46]3[CH:51]=[CH:50][N:49]=[C:48]4[NH:52][C:62]([C:60]5[CH:59]=[N:58][N:57]([CH3:56])[CH:61]=5)=[N:53][C:47]=34)=[CH:3][C:4]=2[F:11])=[O:74])[N:69]=1)([CH3:67])([CH3:65])[CH3:66]. The yield is 0.0160. (3) The reactants are [NH:1]1[CH:5]=[C:4]([C:6]2[S:7][C:8]([CH:11]=[O:12])=[CH:9][N:10]=2)[CH:3]=[N:2]1.[CH2:13]([Mg]Br)[CH3:14].C(OCC)C. The catalyst is C1COCC1. The product is [NH:2]1[CH:3]=[C:4]([C:6]2[S:7][C:8]([CH:11]([OH:12])[CH2:13][CH3:14])=[CH:9][N:10]=2)[CH:5]=[N:1]1. The yield is 0.630. (4) The reactants are [CH2:1]([N:8]1[C:16]2[C:11](=[CH:12][CH:13]=[CH:14][CH:15]=2)[C@:10]2([CH2:18][C@H:17]2[C:19]2[CH:27]=[C:26]3[C:22]([CH:23]=[N:24][N:25]3[CH2:28][C:29]3[CH:34]=[CH:33][CH:32]=[CH:31][CH:30]=3)=[CH:21][CH:20]=2)[C:9]1=[O:35])C1C=CC=CC=1.CS([O:40][C@@H:41](C1C=C2C(C=NN2CC2C=CC(OC)=CC=2)=CC=1)COS(C)(=O)=O)(=O)=O.CN1C2C(=CC=CC=2)CC1=O. No catalyst specified. The product is [CH3:41][O:40][C:32]1[CH:31]=[CH:30][C:29]([CH2:28][N:25]2[C:26]3[C:22](=[CH:21][CH:20]=[C:19]([C@H:17]4[C@@:10]5([C:11]6[C:16](=[CH:15][CH:14]=[CH:13][CH:12]=6)[N:8]([CH3:1])[C:9]5=[O:35])[CH2:18]4)[CH:27]=3)[CH:23]=[N:24]2)=[CH:34][CH:33]=1. The yield is 0.800. (5) The reactants are Br[CH:2](Br)[C:3]1[CH:16]=[CH:15][C:6]([C:7]([NH:9][CH2:10][Si:11]([CH3:14])([CH3:13])[CH3:12])=[O:8])=[CH:5][C:4]=1[C:17]([F:20])([F:19])[F:18].CC[OH:24]. The catalyst is O.C(OC)(C)(C)C.[N+]([O-])([O-])=O.[Ag+]. The product is [CH:2]([C:3]1[CH:16]=[CH:15][C:6]([C:7]([NH:9][CH2:10][Si:11]([CH3:14])([CH3:13])[CH3:12])=[O:8])=[CH:5][C:4]=1[C:17]([F:20])([F:19])[F:18])=[O:24]. The yield is 1.00. (6) The reactants are [F:1][C:2]1[C:3]([CH2:8][C:9]([O-:11])=O)=[N:4][CH:5]=[CH:6][CH:7]=1.[Na+].[Br:13][C:14]1[C:15]([CH3:21])=[C:16]([CH:18]=[CH:19][CH:20]=1)[NH2:17].CCN(C(C)C)C(C)C.CN(C(ON1N=NC2C=CC=NC1=2)=[N+](C)C)C.F[P-](F)(F)(F)(F)F. The catalyst is CN(C=O)C.CCOC(C)=O. The product is [Br:13][C:14]1[C:15]([CH3:21])=[C:16]([NH:17][C:9](=[O:11])[CH2:8][C:3]2[C:2]([F:1])=[CH:7][CH:6]=[CH:5][N:4]=2)[CH:18]=[CH:19][CH:20]=1. The yield is 0.610. (7) The reactants are [Cl:1][C:2]1[CH:7]=[CH:6][C:5]([N:8]2[C:13](=[O:14])[C:12]3[CH:15]=[N:16][N:17]([C:18]4[CH:23]=[CH:22][CH:21]=[CH:20][CH:19]=4)[C:11]=3[N:10]=[C:9]2[C:24]2[CH:36]=[CH:35][C:27]([C:28]([N:30]=[CH:31][N:32](C)C)=[O:29])=[CH:26][CH:25]=2)=[CH:4][CH:3]=1.NO.Cl.[OH-].[Na+]. The catalyst is C(O)(=O)C. The product is [Cl:1][C:2]1[CH:7]=[CH:6][C:5]([N:8]2[C:13](=[O:14])[C:12]3[CH:15]=[N:16][N:17]([C:18]4[CH:23]=[CH:22][CH:21]=[CH:20][CH:19]=4)[C:11]=3[N:10]=[C:9]2[C:24]2[CH:36]=[CH:35][C:27]([C:28]3[O:29][N:32]=[CH:31][N:30]=3)=[CH:26][CH:25]=2)=[CH:4][CH:3]=1. The yield is 0.850.